Dataset: Full USPTO retrosynthesis dataset with 1.9M reactions from patents (1976-2016). Task: Predict the reactants needed to synthesize the given product. Given the product [F:11][C:12]1[CH:17]=[CH:16][C:15]([F:18])=[CH:14][C:13]=1[C@H:19]1[CH2:23][CH2:22][CH2:21][N:20]1[C:2]1[CH:7]=[CH:6][N:5]2[N:8]=[CH:9][CH:10]=[C:4]2[N:3]=1, predict the reactants needed to synthesize it. The reactants are: Cl[C:2]1[CH:7]=[CH:6][N:5]2[N:8]=[CH:9][CH:10]=[C:4]2[N:3]=1.[F:11][C:12]1[CH:17]=[CH:16][C:15]([F:18])=[CH:14][C:13]=1[C@H:19]1[CH2:23][CH2:22][CH2:21][NH:20]1.C(O)CCC.CCN(C(C)C)C(C)C.